This data is from NCI-60 drug combinations with 297,098 pairs across 59 cell lines. The task is: Regression. Given two drug SMILES strings and cell line genomic features, predict the synergy score measuring deviation from expected non-interaction effect. Drug 1: CNC(=O)C1=CC=CC=C1SC2=CC3=C(C=C2)C(=NN3)C=CC4=CC=CC=N4. Drug 2: C1=CC=C(C(=C1)C(C2=CC=C(C=C2)Cl)C(Cl)Cl)Cl. Cell line: HT29. Synergy scores: CSS=13.0, Synergy_ZIP=5.31, Synergy_Bliss=8.59, Synergy_Loewe=6.15, Synergy_HSA=6.75.